From a dataset of Reaction yield outcomes from USPTO patents with 853,638 reactions. Predict the reaction yield, written as a fraction of the theoretical maximum amount of product (1.0 means a 100% yield; for example, 0.34 means a 34% yield). The reactants are [F:1][C:2]1[CH:3]=[C:4]([CH:10]=[CH:11][C:12]=1[N+:13]([O-])=O)[C:5]([N:7]([CH3:9])[CH3:8])=[O:6]. The catalyst is [Ni].C1COCC1. The product is [NH2:13][C:12]1[CH:11]=[CH:10][C:4]([C:5]([N:7]([CH3:9])[CH3:8])=[O:6])=[CH:3][C:2]=1[F:1]. The yield is 1.00.